Dataset: NCI-60 drug combinations with 297,098 pairs across 59 cell lines. Task: Regression. Given two drug SMILES strings and cell line genomic features, predict the synergy score measuring deviation from expected non-interaction effect. (1) Drug 1: C1=CC(=CC=C1C#N)C(C2=CC=C(C=C2)C#N)N3C=NC=N3. Drug 2: CN(CC1=CN=C2C(=N1)C(=NC(=N2)N)N)C3=CC=C(C=C3)C(=O)NC(CCC(=O)O)C(=O)O. Cell line: UACC-257. Synergy scores: CSS=48.6, Synergy_ZIP=9.47, Synergy_Bliss=7.53, Synergy_Loewe=-17.0, Synergy_HSA=7.25. (2) Drug 1: CC12CCC3C(C1CCC2O)C(CC4=C3C=CC(=C4)O)CCCCCCCCCS(=O)CCCC(C(F)(F)F)(F)F. Drug 2: C1C(C(OC1N2C=NC3=C2NC=NCC3O)CO)O. Cell line: HCC-2998. Synergy scores: CSS=6.46, Synergy_ZIP=-2.35, Synergy_Bliss=0.448, Synergy_Loewe=3.30, Synergy_HSA=2.16. (3) Synergy scores: CSS=-5.04, Synergy_ZIP=6.00, Synergy_Bliss=7.60, Synergy_Loewe=-2.07, Synergy_HSA=-2.41. Cell line: SW-620. Drug 2: CCC1(CC2CC(C3=C(CCN(C2)C1)C4=CC=CC=C4N3)(C5=C(C=C6C(=C5)C78CCN9C7C(C=CC9)(C(C(C8N6C)(C(=O)OC)O)OC(=O)C)CC)OC)C(=O)OC)O.OS(=O)(=O)O. Drug 1: CC1CCC2CC(C(=CC=CC=CC(CC(C(=O)C(C(C(=CC(C(=O)CC(OC(=O)C3CCCCN3C(=O)C(=O)C1(O2)O)C(C)CC4CCC(C(C4)OC)OCCO)C)C)O)OC)C)C)C)OC. (4) Drug 1: C(CCl)NC(=O)N(CCCl)N=O. Drug 2: COCCOC1=C(C=C2C(=C1)C(=NC=N2)NC3=CC=CC(=C3)C#C)OCCOC.Cl. Cell line: MALME-3M. Synergy scores: CSS=7.63, Synergy_ZIP=1.02, Synergy_Bliss=-1.02, Synergy_Loewe=-0.0788, Synergy_HSA=-2.23. (5) Drug 1: C1=C(C(=O)NC(=O)N1)N(CCCl)CCCl. Drug 2: C1CCC(C(C1)N)N.C(=O)(C(=O)[O-])[O-].[Pt+4]. Cell line: OVCAR-4. Synergy scores: CSS=5.54, Synergy_ZIP=-2.85, Synergy_Bliss=-0.569, Synergy_Loewe=-27.8, Synergy_HSA=0.792. (6) Drug 1: C1=NC2=C(N1)C(=S)N=C(N2)N. Drug 2: C1CNP(=O)(OC1)N(CCCl)CCCl. Cell line: SN12C. Synergy scores: CSS=24.8, Synergy_ZIP=-6.33, Synergy_Bliss=-0.894, Synergy_Loewe=-37.3, Synergy_HSA=-2.96.